From a dataset of Peptide-MHC class I binding affinity with 185,985 pairs from IEDB/IMGT. Regression. Given a peptide amino acid sequence and an MHC pseudo amino acid sequence, predict their binding affinity value. This is MHC class I binding data. The peptide sequence is IMMLKLLTEF. The MHC is HLA-A24:02 with pseudo-sequence HLA-A24:02. The binding affinity (normalized) is 0.470.